This data is from Forward reaction prediction with 1.9M reactions from USPTO patents (1976-2016). The task is: Predict the product of the given reaction. (1) Given the reactants [N:1]([CH2:4][C:5]([C:7]1[CH:12]=[CH:11][CH:10]=[C:9]([O:13][CH3:14])[CH:8]=1)=[O:6])=[N+]=[N-].[ClH:15], predict the reaction product. The product is: [ClH:15].[NH2:1][CH2:4][C:5]([C:7]1[CH:12]=[CH:11][CH:10]=[C:9]([O:13][CH3:14])[CH:8]=1)=[O:6]. (2) Given the reactants FC(F)(F)C(O)=O.[Cl:8][C:9]1[CH:18]=[C:17]2[C:12]([CH:13]=[C:14]([NH:19]C(=O)OC(C)(C)C)[N:15]=[CH:16]2)=[CH:11][N:10]=1, predict the reaction product. The product is: [Cl:8][C:9]1[CH:18]=[C:17]2[C:12]([CH:13]=[C:14]([NH2:19])[N:15]=[CH:16]2)=[CH:11][N:10]=1. (3) Given the reactants [O:1]=[C:2]1[C:11]2[CH:10]=[CH:9][CH:8]=[C:7]3[NH:12][CH:13]([C:21]4[CH:28]=[CH:27][C:24]([CH:25]=O)=[CH:23][CH:22]=4)[CH:14]([C:15]4[CH:20]=[CH:19][CH:18]=[CH:17][CH:16]=4)[C:5]([C:6]=23)=[N:4][NH:3]1.[CH3:29][N:30]1[CH2:35][CH2:34][NH:33][CH2:32][CH2:31]1.C(O)(=O)C.C(O[BH-](OC(=O)C)OC(=O)C)(=O)C.[Na+], predict the reaction product. The product is: [CH3:29][N:30]1[CH2:35][CH2:34][N:33]([CH2:25][C:24]2[CH:27]=[CH:28][C:21]([CH:13]3[NH:12][C:7]4[C:6]5[C:5](=[N:4][NH:3][C:2](=[O:1])[C:11]=5[CH:10]=[CH:9][CH:8]=4)[CH:14]3[C:15]3[CH:16]=[CH:17][CH:18]=[CH:19][CH:20]=3)=[CH:22][CH:23]=2)[CH2:32][CH2:31]1. (4) Given the reactants [C:1]([C:3]1[C:4]([O:27][CH3:28])=[C:5]2[C:10](=[CH:11][CH:12]=1)[CH:9]([CH2:13][N:14]1[CH2:19][CH2:18][N:17](C(OC(C)(C)C)=O)[CH2:16][CH2:15]1)[O:8][CH2:7][CH2:6]2)#[N:2].C(O)(C(F)(F)F)=O, predict the reaction product. The product is: [CH3:28][O:27][C:4]1[C:3]([C:1]#[N:2])=[CH:12][CH:11]=[C:10]2[C:5]=1[CH2:6][CH2:7][O:8][CH:9]2[CH2:13][N:14]1[CH2:19][CH2:18][NH:17][CH2:16][CH2:15]1.